The task is: Regression. Given two drug SMILES strings and cell line genomic features, predict the synergy score measuring deviation from expected non-interaction effect.. This data is from NCI-60 drug combinations with 297,098 pairs across 59 cell lines. (1) Drug 1: CCCCC(=O)OCC(=O)C1(CC(C2=C(C1)C(=C3C(=C2O)C(=O)C4=C(C3=O)C=CC=C4OC)O)OC5CC(C(C(O5)C)O)NC(=O)C(F)(F)F)O. Drug 2: CC1=C2C(C(=O)C3(C(CC4C(C3C(C(C2(C)C)(CC1OC(=O)C(C(C5=CC=CC=C5)NC(=O)OC(C)(C)C)O)O)OC(=O)C6=CC=CC=C6)(CO4)OC(=O)C)O)C)O. Cell line: CAKI-1. Synergy scores: CSS=60.8, Synergy_ZIP=9.72, Synergy_Bliss=10.1, Synergy_Loewe=5.93, Synergy_HSA=6.40. (2) Drug 1: CCCS(=O)(=O)NC1=C(C(=C(C=C1)F)C(=O)C2=CNC3=C2C=C(C=N3)C4=CC=C(C=C4)Cl)F. Drug 2: C1=NC2=C(N=C(N=C2N1C3C(C(C(O3)CO)O)F)Cl)N. Cell line: RPMI-8226. Synergy scores: CSS=1.71, Synergy_ZIP=2.73, Synergy_Bliss=5.42, Synergy_Loewe=-1.51, Synergy_HSA=-0.670. (3) Drug 1: CC(CN1CC(=O)NC(=O)C1)N2CC(=O)NC(=O)C2. Drug 2: CCCS(=O)(=O)NC1=C(C(=C(C=C1)F)C(=O)C2=CNC3=C2C=C(C=N3)C4=CC=C(C=C4)Cl)F. Cell line: DU-145. Synergy scores: CSS=13.1, Synergy_ZIP=-5.65, Synergy_Bliss=2.64, Synergy_Loewe=-0.971, Synergy_HSA=-0.104. (4) Synergy scores: CSS=56.4, Synergy_ZIP=-1.92, Synergy_Bliss=4.93, Synergy_Loewe=5.98, Synergy_HSA=7.13. Drug 1: CC1C(C(CC(O1)OC2CC(CC3=C2C(=C4C(=C3O)C(=O)C5=C(C4=O)C(=CC=C5)OC)O)(C(=O)C)O)N)O.Cl. Cell line: OVCAR-8. Drug 2: C1=CC=C(C=C1)NC(=O)CCCCCCC(=O)NO. (5) Drug 1: CS(=O)(=O)C1=CC(=C(C=C1)C(=O)NC2=CC(=C(C=C2)Cl)C3=CC=CC=N3)Cl. Drug 2: CCN(CC)CCCC(C)NC1=C2C=C(C=CC2=NC3=C1C=CC(=C3)Cl)OC. Cell line: SW-620. Synergy scores: CSS=46.8, Synergy_ZIP=7.90, Synergy_Bliss=10.3, Synergy_Loewe=-19.1, Synergy_HSA=8.00. (6) Drug 1: C1CCN(CC1)CCOC2=CC=C(C=C2)C(=O)C3=C(SC4=C3C=CC(=C4)O)C5=CC=C(C=C5)O. Drug 2: CN(CCCl)CCCl.Cl. Cell line: SNB-19. Synergy scores: CSS=0.586, Synergy_ZIP=1.62, Synergy_Bliss=-1.31, Synergy_Loewe=-3.43, Synergy_HSA=-3.37. (7) Drug 1: CC12CCC(CC1=CCC3C2CCC4(C3CC=C4C5=CN=CC=C5)C)O. Drug 2: CS(=O)(=O)OCCCCOS(=O)(=O)C. Cell line: MDA-MB-231. Synergy scores: CSS=13.3, Synergy_ZIP=-2.77, Synergy_Bliss=-0.482, Synergy_Loewe=-2.77, Synergy_HSA=-1.19. (8) Drug 1: C1CN(P(=O)(OC1)NCCCl)CCCl. Drug 2: CCC1(C2=C(COC1=O)C(=O)N3CC4=CC5=C(C=CC(=C5CN(C)C)O)N=C4C3=C2)O.Cl. Cell line: CAKI-1. Synergy scores: CSS=35.9, Synergy_ZIP=-1.03, Synergy_Bliss=-4.77, Synergy_Loewe=-81.0, Synergy_HSA=-7.37. (9) Drug 1: CCC1=CC2CC(C3=C(CN(C2)C1)C4=CC=CC=C4N3)(C5=C(C=C6C(=C5)C78CCN9C7C(C=CC9)(C(C(C8N6C)(C(=O)OC)O)OC(=O)C)CC)OC)C(=O)OC.C(C(C(=O)O)O)(C(=O)O)O. Drug 2: C1C(C(OC1N2C=NC(=NC2=O)N)CO)O. Cell line: CCRF-CEM. Synergy scores: CSS=56.7, Synergy_ZIP=-1.26, Synergy_Bliss=-1.30, Synergy_Loewe=-0.231, Synergy_HSA=1.51. (10) Cell line: 786-0. Drug 2: CCN(CC)CCCC(C)NC1=C2C=C(C=CC2=NC3=C1C=CC(=C3)Cl)OC. Drug 1: CC1CCC2CC(C(=CC=CC=CC(CC(C(=O)C(C(C(=CC(C(=O)CC(OC(=O)C3CCCCN3C(=O)C(=O)C1(O2)O)C(C)CC4CCC(C(C4)OC)OCCO)C)C)O)OC)C)C)C)OC. Synergy scores: CSS=23.2, Synergy_ZIP=-10.2, Synergy_Bliss=-0.632, Synergy_Loewe=-5.20, Synergy_HSA=-1.03.